Dataset: Catalyst prediction with 721,799 reactions and 888 catalyst types from USPTO. Task: Predict which catalyst facilitates the given reaction. (1) Reactant: [F:1][C:2]([F:9])([F:8])/[CH:3]=[CH:4]/[C:5](O)=[O:6].C(Cl)(=O)C(Cl)=O.[CH3:16][C:17]1[CH:22]=[C:21]([NH:23][CH:24]([CH3:27])[CH2:25][NH2:26])[CH:20]=[C:19]([CH3:28])[N:18]=1.C(N(C(C)C)CC)(C)C. Product: [CH3:16][C:17]1[CH:22]=[C:21]([NH:23][CH:24]([CH3:27])[CH2:25][NH:26][C:5](=[O:6])/[CH:4]=[CH:3]/[C:2]([F:9])([F:8])[F:1])[CH:20]=[C:19]([CH3:28])[N:18]=1. The catalyst class is: 306. (2) Reactant: [F:1][C:2]([F:26])([F:25])[C:3]1[CH:4]=[CH:5][C:6]([O:9][C@H:10]2[C@@H:15]3[CH2:16][CH2:17][C@@H:12]([CH2:13][N:14]3C(OC(C)(C)C)=O)[CH2:11]2)=[N:7][CH:8]=1.Cl. Product: [F:26][C:2]([F:1])([F:25])[C:3]1[CH:4]=[CH:5][C:6]([O:9][C@H:10]2[C@@H:15]3[CH2:16][CH2:17][C@@H:12]([CH2:13][NH:14]3)[CH2:11]2)=[N:7][CH:8]=1. The catalyst class is: 817. (3) Reactant: IC.[Br:3][C:4]1[C:9]([C:10]2[CH:15]=[CH:14][C:13]([F:16])=[CH:12][C:11]=2[F:17])=[C:8]([F:18])[C:7]([OH:19])=[C:6]([CH:20]=[O:21])[CH:5]=1.[C:22](=O)([O-])[O-].[K+].[K+].CN(C=O)C. Product: [Br:3][C:4]1[C:9]([C:10]2[CH:15]=[CH:14][C:13]([F:16])=[CH:12][C:11]=2[F:17])=[C:8]([F:18])[C:7]([O:19][CH3:22])=[C:6]([CH:20]=[O:21])[CH:5]=1. The catalyst class is: 6. (4) Reactant: C(N(CC)CC)C.[OH:8][C@H:9]([CH2:26][NH:27][CH2:28][CH:29]([CH3:31])[CH3:30])[C@@H:10]([NH:18][C:19](=[O:25])[O:20][C:21]([CH3:24])([CH3:23])[CH3:22])[CH2:11][C:12]1[CH:17]=[CH:16][CH:15]=[CH:14][CH:13]=1.[N+:32]([C:35]1[CH:40]=[CH:39][C:38]([S:41](Cl)(=[O:43])=[O:42])=[CH:37][CH:36]=1)([O-:34])=[O:33]. Product: [OH:8][C@H:9]([CH2:26][N:27]([CH2:28][CH:29]([CH3:31])[CH3:30])[S:41]([C:38]1[CH:37]=[CH:36][C:35]([N+:32]([O-:34])=[O:33])=[CH:40][CH:39]=1)(=[O:42])=[O:43])[C@@H:10]([NH:18][C:19](=[O:25])[O:20][C:21]([CH3:24])([CH3:23])[CH3:22])[CH2:11][C:12]1[CH:17]=[CH:16][CH:15]=[CH:14][CH:13]=1. The catalyst class is: 2. (5) Reactant: C([O-])([O-])=O.[Cs+].[Cs+].[OH:7][C:8]1[C:13]2[S:14][CH:15]=[CH:16][C:12]=2[CH:11]=[C:10]([C:17]([O:19]CC)=O)[CH:9]=1.[F:22][C:23]1[CH:33]=[C:32](F)[CH:31]=[CH:30][C:24]=1[C:25]([N:27]([CH3:29])[CH3:28])=[O:26].[NH2:35][C:36]1[CH:41]=[CH:40][C:39]([CH3:42])=[CH:38][N:37]=1.CN(C(ON1N=NC2C=CC=NC1=2)=[N+](C)C)C.F[P-](F)(F)(F)(F)F. Product: [CH3:28][N:27]([CH3:29])[C:25]([C:24]1[CH:30]=[CH:31][C:32]([O:7][C:8]2[C:13]3[S:14][CH:15]=[CH:16][C:12]=3[CH:11]=[C:10]([C:17]([NH:35][C:36]3[CH:41]=[CH:40][C:39]([CH3:42])=[CH:38][N:37]=3)=[O:19])[CH:9]=2)=[CH:33][C:23]=1[F:22])=[O:26]. The catalyst class is: 3.